From a dataset of Catalyst prediction with 721,799 reactions and 888 catalyst types from USPTO. Predict which catalyst facilitates the given reaction. (1) Reactant: [Br:1][C:2]1[CH:3]=[CH:4][C:5]([O:12]C)=[C:6]([CH2:8][C:9](=O)[CH3:10])[CH:7]=1.B(Br)(Br)Br.O. Product: [Br:1][C:2]1[CH:3]=[CH:4][C:5]2[O:12][C:9]([CH3:10])=[CH:8][C:6]=2[CH:7]=1. The catalyst class is: 2. (2) Reactant: [NH2:1][CH2:2][C:3]([CH3:7])([CH3:6])[CH2:4][OH:5].[CH2:8]([N:10]=[C:11]=[O:12])[CH3:9]. Product: [CH2:8]([NH:10][C:11]([NH:1][CH2:2][C:3]([CH3:7])([CH3:6])[CH2:4][OH:5])=[O:12])[CH3:9]. The catalyst class is: 12. (3) Reactant: [H-].[Na+].[N+:3]([C:6]1[CH:11]=[CH:10][C:9]([SH:12])=[CH:8][CH:7]=1)([O-:5])=[O:4].Cl[C:14]1[S:18][C:17]([C:19](=[O:21])[CH3:20])=[CH:16][C:15]=1[N+:22]([O-:24])=[O:23]. Product: [N+:22]([C:15]1[CH:16]=[C:17]([C:19](=[O:21])[CH3:20])[S:18][C:14]=1[S:12][C:9]1[CH:10]=[CH:11][C:6]([N+:3]([O-:5])=[O:4])=[CH:7][CH:8]=1)([O-:24])=[O:23]. The catalyst class is: 6. (4) Reactant: [H-].[Na+].[CH2:3]1COCC1.[CH2:8]([O:10][CH2:11][CH2:12][CH2:13][NH:14][CH:15]=[O:16])[CH3:9].CI. Product: [CH2:8]([O:10][CH2:11][CH2:12][CH2:13][N:14]([CH3:3])[CH:15]=[O:16])[CH3:9]. The catalyst class is: 81. (5) Reactant: [F:1][C:2]([F:19])([F:18])[C:3]1[C:14]([CH2:15][CH2:16][NH2:17])=[C:6]2[C:7]3[CH2:13][CH2:12][O:11][C:8]=3[CH:9]=[CH:10][N:5]2[N:4]=1.C(N(CC)CC)C.[C:27](Cl)(=[O:29])[CH3:28]. Product: [F:19][C:2]([F:1])([F:18])[C:3]1[C:14]([CH2:15][CH2:16][NH:17][C:27](=[O:29])[CH3:28])=[C:6]2[C:7]3[CH2:13][CH2:12][O:11][C:8]=3[CH:9]=[CH:10][N:5]2[N:4]=1. The catalyst class is: 685. (6) Reactant: [C:1]([C:5]1[CH:44]=[CH:43][C:8]([CH2:9][N:10]2[C:14](=[O:15])[N:13]([CH2:16][CH3:17])[C:12]([CH2:18][CH2:19][C:20]([C:23]3[CH:24]=[C:25]([C:29]4[CH:34]=[CH:33][C:32]([O:35][CH2:36][CH3:37])=[C:31]([CH2:38][C:39]([O:41]C)=[O:40])[CH:30]=4)[CH:26]=[CH:27][CH:28]=3)([F:22])[F:21])=[N:11]2)=[CH:7][CH:6]=1)([CH3:4])([CH3:3])[CH3:2].O.[Li+].[OH-]. Product: [C:1]([C:5]1[CH:6]=[CH:7][C:8]([CH2:9][N:10]2[C:14](=[O:15])[N:13]([CH2:16][CH3:17])[C:12]([CH2:18][CH2:19][C:20]([C:23]3[CH:24]=[C:25]([C:29]4[CH:34]=[CH:33][C:32]([O:35][CH2:36][CH3:37])=[C:31]([CH2:38][C:39]([OH:41])=[O:40])[CH:30]=4)[CH:26]=[CH:27][CH:28]=3)([F:22])[F:21])=[N:11]2)=[CH:43][CH:44]=1)([CH3:3])([CH3:4])[CH3:2]. The catalyst class is: 36. (7) Reactant: [Br:1][C:2]1[CH:7]=[CH:6][N:5]2[CH:8]=[C:9]([CH:11]([CH3:13])[CH3:12])[N:10]=[C:4]2[CH:3]=1.[Cl:14][S:15](O[Si](C)(C)C)(=[O:17])=[O:16].C(N(CC)CC)C.P(Cl)(Cl)(Cl)=O. Product: [Br:1][C:2]1[CH:7]=[CH:6][N:5]2[C:8]([S:15]([Cl:14])(=[O:17])=[O:16])=[C:9]([CH:11]([CH3:13])[CH3:12])[N:10]=[C:4]2[CH:3]=1. The catalyst class is: 26. (8) Reactant: Br[C:2]1[CH:10]=[CH:9][C:8]([C:11]([NH2:13])=[O:12])=[C:7]2[C:3]=1[C:4]([CH3:15])=[C:5]([CH3:14])[NH:6]2.[CH3:16][C:17]1[C:23](B2OC(C)(C)C(C)(C)O2)=[CH:22][CH:21]=[CH:20][C:18]=1[NH2:19].C([O-])([O-])=O.[Na+].[Na+]. Product: [NH2:19][C:18]1[C:17]([CH3:16])=[C:23]([C:2]2[CH:10]=[CH:9][C:8]([C:11]([NH2:13])=[O:12])=[C:7]3[C:3]=2[C:4]([CH3:15])=[C:5]([CH3:14])[NH:6]3)[CH:22]=[CH:21][CH:20]=1. The catalyst class is: 335. (9) Reactant: [Br:1][C:2]1[CH:3]=[C:4]([CH2:8][NH:9]C)[CH:5]=[CH:6][CH:7]=1.[C:11]([O:15][C:16]([NH:18][CH2:19][C:20]([OH:22])=O)=[O:17])([CH3:14])([CH3:13])[CH3:12].C1C=CC2N(O)N=NC=2C=1.CCN=C=NCCCN(C)C.Cl.C(=O)([O-])O.[Na+]. Product: [Br:1][C:2]1[CH:3]=[C:4]([CH:5]=[CH:6][CH:7]=1)[CH2:8][NH:9][C:20](=[O:22])[CH2:19][NH:18][C:16](=[O:17])[O:15][C:11]([CH3:12])([CH3:13])[CH3:14]. The catalyst class is: 68.